This data is from Forward reaction prediction with 1.9M reactions from USPTO patents (1976-2016). The task is: Predict the product of the given reaction. (1) Given the reactants C([O:3][C:4](=[O:33])[CH2:5][N:6]1[C:14]2[C:9](=[CH:10][CH:11]=[C:12]([CH2:15][O:16][C:17]3[CH:22]=[CH:21][C:20]([C:23]4[CH:28]=[C:27]([F:29])[C:26]([F:30])=[CH:25][C:24]=4[O:31][CH3:32])=[CH:19][CH:18]=3)[CH:13]=2)[CH:8]=[N:7]1)C.O.[OH-].[Li+].CCOC(C)=O.Cl, predict the reaction product. The product is: [F:30][C:26]1[C:27]([F:29])=[CH:28][C:23]([C:20]2[CH:19]=[CH:18][C:17]([O:16][CH2:15][C:12]3[CH:13]=[C:14]4[C:9]([CH:8]=[N:7][N:6]4[CH2:5][C:4]([OH:33])=[O:3])=[CH:10][CH:11]=3)=[CH:22][CH:21]=2)=[C:24]([O:31][CH3:32])[CH:25]=1. (2) Given the reactants [C:1]1([C:7]2[O:8][C:9]3[CH:15]=[CH:14][C:13]([NH2:16])=[CH:12][C:10]=3[N:11]=2)[CH:6]=[CH:5][CH:4]=[CH:3][CH:2]=1.[O:17]1[CH2:22][CH2:21][N:20]([CH2:23][CH2:24][C:25](OC)=[O:26])[CH2:19][CH2:18]1.C[Al](C)C.C(=O)(O)[O-].[Na+], predict the reaction product. The product is: [O:17]1[CH2:22][CH2:21][N:20]([CH2:23][CH2:24][C:25]([NH:16][C:13]2[CH:14]=[CH:15][C:9]3[O:8][C:7]([C:1]4[CH:2]=[CH:3][CH:4]=[CH:5][CH:6]=4)=[N:11][C:10]=3[CH:12]=2)=[O:26])[CH2:19][CH2:18]1.